From a dataset of Catalyst prediction with 721,799 reactions and 888 catalyst types from USPTO. Predict which catalyst facilitates the given reaction. (1) Reactant: [CH:1]1([CH:7]2[N:12]([CH2:13][C:14]3[CH:19]=[CH:18][C:17]([O:20][CH3:21])=[CH:16][CH:15]=3)[C:11](=[O:22])[CH2:10][O:9][CH2:8]2)[CH2:6][CH2:5][CH2:4][CH2:3][CH2:2]1.[Li]CCCC.[C:28]([Si:32]([O:35][CH2:36][CH2:37][CH2:38]I)([CH3:34])[CH3:33])([CH3:31])([CH3:30])[CH3:29]. Product: [C:28]([Si:32]([CH3:34])([CH3:33])[O:35][CH2:36][CH2:37][CH2:38][CH:10]1[O:9][CH2:8][CH:7]([CH:1]2[CH2:2][CH2:3][CH2:4][CH2:5][CH2:6]2)[N:12]([CH2:13][C:14]2[CH:15]=[CH:16][C:17]([O:20][CH3:21])=[CH:18][CH:19]=2)[C:11]1=[O:22])([CH3:31])([CH3:30])[CH3:29]. The catalyst class is: 1. (2) Reactant: [CH:1]12[CH2:7][CH:4]([CH:5]=[CH:6]1)[CH2:3][N:2]2[C:8]([O:10][CH2:11][C:12]1[CH:17]=[CH:16][CH:15]=[CH:14][CH:13]=1)=[O:9].CSC.B.[OH-:22].[Na+].OO. Product: [OH:22][CH:5]1[CH2:6][CH:1]2[CH2:7][CH:4]1[CH2:3][N:2]2[C:8]([O:10][CH2:11][C:12]1[CH:13]=[CH:14][CH:15]=[CH:16][CH:17]=1)=[O:9]. The catalyst class is: 30. (3) Product: [Cl:12][CH2:13][C:14]([C:3]1[CH:4]=[C:5]2[C:9](=[CH:10][C:2]=1[Cl:1])[NH:8][C:7](=[O:11])[CH2:6]2)=[O:15]. Reactant: [Cl:1][C:2]1[CH:10]=[C:9]2[C:5]([CH2:6][C:7](=[O:11])[NH:8]2)=[CH:4][CH:3]=1.[Cl:12][CH2:13][C:14](Cl)=[O:15].[Cl-].[Al+3].[Cl-].[Cl-]. The catalyst class is: 4. (4) Reactant: [NH:1]1[C:9]2[C:4](=[CH:5][C:6]([NH:10][CH:11]3[CH2:16][CH2:15][C:14](=O)[CH2:13][CH2:12]3)=[CH:7][CH:8]=2)[CH:3]=[N:2]1.C([O-])(=O)C.[NH4+:22].C(O[BH-](OC(=O)C)OC(=O)C)(=O)C.[Na+].Cl.CO. Product: [NH:1]1[C:9]2[C:4](=[CH:5][C:6]([NH:10][CH:11]3[CH2:16][CH2:15][CH:14]([NH2:22])[CH2:13][CH2:12]3)=[CH:7][CH:8]=2)[CH:3]=[N:2]1. The catalyst class is: 5. (5) Reactant: [C:1]([O:5][C:6]([N:8]1[CH2:13][CH2:12][N:11]([C:14]([O:16][C:17]([CH3:20])([CH3:19])[CH3:18])=[O:15])[CH2:10][CH:9]1[C:21]([OH:23])=[O:22])=[O:7])([CH3:4])([CH3:3])[CH3:2].C([O-])([O-])=O.[K+].[K+].Br[CH2:31][CH3:32]. Product: [N:8]1([C:6]([O:5][C:1]([CH3:4])([CH3:2])[CH3:3])=[O:7])[CH2:13][CH2:12][N:11]([C:14]([O:16][C:17]([CH3:20])([CH3:19])[CH3:18])=[O:15])[CH2:10][CH:9]1[C:21]([O:23][CH2:31][CH3:32])=[O:22]. The catalyst class is: 3.